Task: Predict the reaction yield, written as a fraction of the theoretical maximum amount of product (1.0 means a 100% yield; for example, 0.34 means a 34% yield).. Dataset: Reaction yield outcomes from USPTO patents with 853,638 reactions The reactants are [F:1][C:2]([F:13])([S:9]([O-:12])(=[O:11])=[O:10])[CH:3]([OH:8])[C:4]([F:7])([F:6])[F:5].[CH2:14]([N+:21]([CH3:24])([CH3:23])[CH3:22])[C:15]1[CH:20]=[CH:19][CH:18]=[CH:17][CH:16]=1.C(N(CC)CC)C.[C:32](O[C:32](=[O:36])[C:33]([CH3:35])=[CH2:34])(=[O:36])[C:33]([CH3:35])=[CH2:34].Cl. The catalyst is ClCCl.CN(C)C1C=CN=CC=1.O. The product is [F:13][C:2]([F:1])([S:9]([O-:12])(=[O:10])=[O:11])[CH:3]([O:8][C:32](=[O:36])[C:33]([CH3:35])=[CH2:34])[C:4]([F:6])([F:5])[F:7].[CH2:14]([N+:21]([CH3:24])([CH3:23])[CH3:22])[C:15]1[CH:20]=[CH:19][CH:18]=[CH:17][CH:16]=1. The yield is 0.730.